Dataset: Catalyst prediction with 721,799 reactions and 888 catalyst types from USPTO. Task: Predict which catalyst facilitates the given reaction. (1) The catalyst class is: 5. Reactant: [Si:1]([O:8][C@H:9]1[CH2:14][O:13][C@H:12]([C:15]([O:17]C)=[O:16])[CH2:11][CH2:10]1)([C:4]([CH3:7])([CH3:6])[CH3:5])([CH3:3])[CH3:2].[OH-].[K+]. Product: [Si:1]([O:8][C@H:9]1[CH2:14][O:13][C@H:12]([C:15]([OH:17])=[O:16])[CH2:11][CH2:10]1)([C:4]([CH3:7])([CH3:6])[CH3:5])([CH3:3])[CH3:2]. (2) Reactant: Cl.NCC([NH:6][CH:7]1[C:16]2[C:11](=[CH:12][CH:13]=CC=2)CCC1)=O.[Cl:17][CH2:18][C:19](Cl)=[O:20].C[N:23](C=O)C. Product: [Cl:17][CH2:18][C:19]([NH:23][C:7]1[CH:16]=[CH:11][CH:12]=[CH:13][N:6]=1)=[O:20]. The catalyst class is: 28. (3) Reactant: [CH2:1]([O:3][C:4]1[C:5]([F:14])=[C:6]([CH:9]=[C:10]([CH2:12][CH3:13])[CH:11]=1)[CH:7]=[O:8])[CH3:2].[C-:15]#[N:16].[K+].OS([O-])=O.[Na+]. Product: [CH2:1]([O:3][C:4]1[C:5]([F:14])=[C:6]([CH:7]([OH:8])[C:15]#[N:16])[CH:9]=[C:10]([CH2:12][CH3:13])[CH:11]=1)[CH3:2]. The catalyst class is: 84.